This data is from Peptide-MHC class II binding affinity with 134,281 pairs from IEDB. The task is: Regression. Given a peptide amino acid sequence and an MHC pseudo amino acid sequence, predict their binding affinity value. This is MHC class II binding data. (1) The peptide sequence is PDKFLANVSTVLTGK. The MHC is DRB3_0202 with pseudo-sequence DRB3_0202. The binding affinity (normalized) is 0.873. (2) The peptide sequence is NYELSKKAVIFTPIY. The MHC is DRB1_1302 with pseudo-sequence DRB1_1302. The binding affinity (normalized) is 0.444. (3) The peptide sequence is LGNVLINESFGVEPV. The MHC is HLA-DQA10501-DQB10301 with pseudo-sequence HLA-DQA10501-DQB10301. The binding affinity (normalized) is 0.424. (4) The peptide sequence is RIIAGTLEVHAVKPA. The MHC is DRB1_1201 with pseudo-sequence DRB1_1201. The binding affinity (normalized) is 0.407. (5) The peptide sequence is PSPSMGRDIKVQFQS. The MHC is DRB1_1101 with pseudo-sequence DRB1_1101. The binding affinity (normalized) is 0.280. (6) The peptide sequence is TNIRQAGVQYSR. The MHC is DRB1_0901 with pseudo-sequence DRB1_0901. The binding affinity (normalized) is 0.371. (7) The peptide sequence is RSLPPIVKDASIQVV. The MHC is HLA-DQA10501-DQB10201 with pseudo-sequence HLA-DQA10501-DQB10201. The binding affinity (normalized) is 0.222. (8) The peptide sequence is KIEIDQDHQEEICEV. The MHC is DRB1_0901 with pseudo-sequence DRB1_0901. The binding affinity (normalized) is 0.353. (9) The binding affinity (normalized) is 0. The peptide sequence is KTQIDQVESTAGSLQ. The MHC is HLA-DPA10201-DPB10101 with pseudo-sequence HLA-DPA10201-DPB10101.